The task is: Predict which catalyst facilitates the given reaction.. This data is from Catalyst prediction with 721,799 reactions and 888 catalyst types from USPTO. (1) Reactant: Br[CH2:2][C:3]1[C:4]([F:18])=[C:5]([C:11]2[CH:16]=[CH:15][CH:14]=[C:13]([Cl:17])[CH:12]=2)[C:6]([O:9][CH3:10])=[CH:7][CH:8]=1.[N+:19]([C:22]1[CH:27]=[CH:26][C:25](B(O)O)=[CH:24][CH:23]=1)([O-:21])=[O:20].P([O-])([O-])([O-])=O.[K+].[K+].[K+].C(COC)OC. Product: [Cl:17][C:13]1[CH:12]=[C:11]([C:5]2[C:6]([O:9][CH3:10])=[CH:7][CH:8]=[C:3]([CH2:2][C:25]3[CH:26]=[CH:27][C:22]([N+:19]([O-:21])=[O:20])=[CH:23][CH:24]=3)[C:4]=2[F:18])[CH:16]=[CH:15][CH:14]=1. The catalyst class is: 461. (2) Reactant: [N:1]1([C:6]2[CH:11]=[CH:10][C:9]([CH:12]([O:17][CH3:18])[C:13]([O:15]C)=[O:14])=[CH:8][CH:7]=2)[CH:5]=[CH:4][CH:3]=[N:2]1.[OH-].[K+]. Product: [N:1]1([C:6]2[CH:7]=[CH:8][C:9]([CH:12]([O:17][CH3:18])[C:13]([OH:15])=[O:14])=[CH:10][CH:11]=2)[CH:5]=[CH:4][CH:3]=[N:2]1. The catalyst class is: 5. (3) Reactant: Br[C:2]1[C:10]2[C:9]([NH:11][C@H:12]([C:14]3[N:19]([C:20]4[CH:25]=[CH:24][CH:23]=[CH:22][CH:21]=4)[C:18](=[O:26])[C:17]4=[C:27]([CH3:30])[CH:28]=[CH:29][N:16]4[N:15]=3)[CH3:13])=[N:8][CH:7]=[N:6][C:5]=2[N:4]([CH2:31][O:32][CH2:33][CH2:34][Si:35]([CH3:38])([CH3:37])[CH3:36])[CH:3]=1.[F:39][C:40]1[CH:45]=[CH:44][CH:43]=[CH:42][C:41]=1B(O)O.C(=O)([O-])[O-].[Na+].[Na+]. Product: [F:39][C:40]1[CH:45]=[CH:44][CH:43]=[CH:42][C:41]=1[C:2]1[C:10]2[C:9]([NH:11][C@H:12]([C:14]3[N:19]([C:20]4[CH:25]=[CH:24][CH:23]=[CH:22][CH:21]=4)[C:18](=[O:26])[C:17]4=[C:27]([CH3:30])[CH:28]=[CH:29][N:16]4[N:15]=3)[CH3:13])=[N:8][CH:7]=[N:6][C:5]=2[N:4]([CH2:31][O:32][CH2:33][CH2:34][Si:35]([CH3:38])([CH3:37])[CH3:36])[CH:3]=1. The catalyst class is: 235. (4) Product: [F:41][CH:42]([F:45])[CH2:43][NH:44][S:2]([C:5]1[CH:6]=[C:7]([C:11]([O:13][CH3:14])=[O:12])[N:8]([CH3:10])[CH:9]=1)(=[O:4])=[O:3]. The catalyst class is: 10. Reactant: Cl[S:2]([C:5]1[CH:6]=[C:7]([C:11]([O-:13])=[O:12])[N:8]([CH3:10])[CH:9]=1)(=[O:4])=[O:3].[CH3:14]N1C=C(S(=O)(=O)NC2(C)COC2)C=C1C(O)=O.C(N(C(C)C)CC)(C)C.[F:41][CH:42]([F:45])[CH2:43][NH2:44]. (5) Reactant: [N+:1]([C:4]1[CH:5]=[C:6]([CH:12]=[CH:13][CH:14]=1)[CH:7]=[CH:8][C:9](O)=[O:10])([O-:3])=[O:2].C(OCC)(=O)C.S(Cl)([Cl:23])=O.Cl. Product: [N+:1]([C:4]1[CH:5]=[C:6]([CH:12]=[CH:13][CH:14]=1)[CH:7]=[CH:8][C:9]([Cl:23])=[O:10])([O-:3])=[O:2]. The catalyst class is: 3. (6) Reactant: Br[CH2:2][C:3]([O:5][CH2:6][CH3:7])=[O:4].[Br:8][C:9]1[CH:14]=[CH:13][C:12]([NH:15]/[N:16]=[C:17](\[C:21]#[N:22])/[C:18]([NH2:20])=[O:19])=[C:11]([CH2:23][CH3:24])[CH:10]=1.C(=O)([O-])[O-].[K+].[K+].C(N(CC)CC)C. Product: [NH2:22][C:21]1[C:17]([C:18]([NH2:20])=[O:19])=[N:16][N:15]([C:12]2[CH:13]=[CH:14][C:9]([Br:8])=[CH:10][C:11]=2[CH2:23][CH3:24])[C:2]=1[C:3]([O:5][CH2:6][CH3:7])=[O:4]. The catalyst class is: 3. (7) Reactant: [C:1](Cl)(=[O:5])C(Cl)=O.[Cl:7][C:8]1[CH:13]=[CH:12][C:11]([C:14]2[S:18][C:17]([C:19](O)=[O:20])=[C:16]([C:22]3[CH:27]=[CH:26][C:25]([S:28](=[O:31])(=[O:30])[NH2:29])=[CH:24][CH:23]=3)[C:15]=2[N:32]([CH3:34])[CH3:33])=[CH:10][CH:9]=1.[CH3:35][N:36]([CH:38]=O)[CH3:37].[CH2:40]([N:42](CC)CC)C. Product: [Cl:7][C:8]1[CH:9]=[CH:10][C:11]([C:14]2[S:18][C:17]([C:19]([N:42]([O:5][CH3:1])[CH3:40])=[O:20])=[C:16]([C:22]3[CH:27]=[CH:26][C:25]([S:28](=[O:31])(=[O:30])[N:29]=[CH:35][N:36]([CH3:38])[CH3:37])=[CH:24][CH:23]=3)[C:15]=2[N:32]([CH3:33])[CH3:34])=[CH:12][CH:13]=1. The catalyst class is: 4.